This data is from Full USPTO retrosynthesis dataset with 1.9M reactions from patents (1976-2016). The task is: Predict the reactants needed to synthesize the given product. (1) Given the product [Br:51][C:50]1([Br:53])[CH2:34][C@:33]1([C@H:30]1[C@@H:21]2[C@@H:22]3[C@@:17]([CH3:46])([CH2:18][CH2:19][C@@:20]2([C:36]([O:38][CH2:39][C:40]2[CH:41]=[CH:42][CH:43]=[CH:44][CH:45]=2)=[O:37])[CH2:32][CH2:31]1)[C@@:16]1([CH3:47])[C@@H:25]([C@:26]2([CH3:29])[C@@H:13]([CH2:14][CH2:15]1)[C:12]([CH3:48])([CH3:49])[C:11]([C:8]1[CH:7]=[CH:6][C:5]([C:3]([O:2][CH3:1])=[O:4])=[CH:10][CH:9]=1)=[CH:28][CH2:27]2)[CH2:24][CH2:23]3)[CH3:35], predict the reactants needed to synthesize it. The reactants are: [CH3:1][O:2][C:3]([C:5]1[CH:10]=[CH:9][C:8]([C:11]2[C:12]([CH3:49])([CH3:48])[C@H:13]3[C@:26]([CH3:29])([CH2:27][CH:28]=2)[C@@H:25]2[C@:16]([CH3:47])([C@@:17]4([CH3:46])[C@H:22]([CH2:23][CH2:24]2)[C@H:21]2[C@H:30]([C:33]([CH3:35])=[CH2:34])[CH2:31][CH2:32][C@:20]2([C:36]([O:38][CH2:39][C:40]2[CH:45]=[CH:44][CH:43]=[CH:42][CH:41]=2)=[O:37])[CH2:19][CH2:18]4)[CH2:15][CH2:14]3)=[CH:7][CH:6]=1)=[O:4].[CH:50]([Br:53])(Br)[Br:51].[OH-].[Na+]. (2) Given the product [Cl:22][C:19]1[N:18]=[C:17]([C:23]([NH:25][C:26]2[S:30][N:29]=[C:28]([CH3:31])[N:27]=2)=[O:24])[C:16]([S:8][C:5]2[CH:6]=[CH:7][C:2]([OH:1])=[CH:3][CH:4]=2)=[CH:21][CH:20]=1, predict the reactants needed to synthesize it. The reactants are: [OH:1][C:2]1[CH:7]=[CH:6][C:5]([SH:8])=[CH:4][CH:3]=1.C(=O)([O-])[O-].[K+].[K+].Cl[C:16]1[C:17]([C:23]([NH:25][C:26]2[S:30][N:29]=[C:28]([CH3:31])[N:27]=2)=[O:24])=[N:18][C:19]([Cl:22])=[CH:20][CH:21]=1.Cl. (3) Given the product [CH2:1]([O:3][C:4](=[O:31])[CH:5]([C:6]1[CH:11]=[C:10]([O:12][CH2:13][CH3:14])[CH:9]=[C:8]([O:15][C@@H:16]2[CH2:20][CH2:19][O:18][CH2:17]2)[C:7]=1[F:21])[NH:22][C:23]1[CH:28]=[CH:27][C:26]([C:29](=[NH:30])[NH:33][OH:34])=[CH:25][CH:24]=1)[CH3:2], predict the reactants needed to synthesize it. The reactants are: [CH2:1]([O:3][C:4](=[O:31])[CH:5]([NH:22][C:23]1[CH:28]=[CH:27][C:26]([C:29]#[N:30])=[CH:25][CH:24]=1)[C:6]1[CH:11]=[C:10]([O:12][CH2:13][CH3:14])[CH:9]=[C:8]([O:15][C@@H:16]2[CH2:20][CH2:19][O:18][CH2:17]2)[C:7]=1[F:21])[CH3:2].Cl.[NH2:33][OH:34].C(N(CC)CC)C. (4) Given the product [Cl:12][C:13]1[N:14]=[C:15]([N:24]2[CH2:25][CH2:26][O:27][CH2:28][CH2:29]2)[C:16]2[CH:21]=[C:20]([CH2:22][N:9]3[CH2:10][CH2:11][N:6]([S:3]([CH3:2])(=[O:5])=[O:4])[CH2:7][CH2:8]3)[S:19][C:17]=2[N:18]=1, predict the reactants needed to synthesize it. The reactants are: Cl.[CH3:2][S:3]([N:6]1[CH2:11][CH2:10][NH:9][CH2:8][CH2:7]1)(=[O:5])=[O:4].[Cl:12][C:13]1[N:14]=[C:15]([N:24]2[CH2:29][CH2:28][O:27][CH2:26][CH2:25]2)[C:16]2[CH:21]=[C:20]([CH:22]=O)[S:19][C:17]=2[N:18]=1.